Dataset: Full USPTO retrosynthesis dataset with 1.9M reactions from patents (1976-2016). Task: Predict the reactants needed to synthesize the given product. Given the product [O:6]1[CH2:7][CH2:8][NH:9][C:4]2[CH:3]=[C:2]([NH2:1])[CH:12]=[CH:11][C:5]1=2, predict the reactants needed to synthesize it. The reactants are: [NH2:1][C:2]1[CH:12]=[CH:11][C:5]2[O:6][CH2:7][C:8](=O)[NH:9][C:4]=2[CH:3]=1.C1COCC1.Cl.[OH-].[Na+].